Dataset: Forward reaction prediction with 1.9M reactions from USPTO patents (1976-2016). Task: Predict the product of the given reaction. (1) Given the reactants [Si]([O:8][CH:9]([C:11]1[CH:12]=[CH:13][C:14]2[CH:25]=[CH:24][C:18]3=[N:19][CH:20]=[C:21]([Cl:23])[CH:22]=[C:17]3[C:16](=[O:26])[C:15]=2[CH:27]=1)[CH3:10])(C(C)(C)C)(C)C.[F-].C([N+](CCCC)(CCCC)CCCC)CCC, predict the reaction product. The product is: [Cl:23][C:21]1[CH:22]=[C:17]2[C:16](=[O:26])[C:15]3[CH:27]=[C:11]([CH:9]([OH:8])[CH3:10])[CH:12]=[CH:13][C:14]=3[CH:25]=[CH:24][C:18]2=[N:19][CH:20]=1. (2) Given the reactants ClCCl.Cl[C:5]1[S:6][CH:7]=[C:8]([C:10]([N:12]2[CH2:17][CH2:16][N:15]([C:18]([O:20][C:21]([CH3:24])([CH3:23])[CH3:22])=[O:19])[CH2:14][CH:13]2[CH2:25][O:26][C:27]2[CH:28]=[N:29][CH:30]=[CH:31][CH:32]=2)=[O:11])[N:9]=1.[C:33]1(B(O)O)[CH:38]=[CH:37][CH:36]=[CH:35][CH:34]=1.C(=O)([O-])[O-].[Na+].[Na+], predict the reaction product. The product is: [C:33]1([C:5]2[S:6][CH:7]=[C:8]([C:10]([N:12]3[CH2:17][CH2:16][N:15]([C:18]([O:20][C:21]([CH3:24])([CH3:23])[CH3:22])=[O:19])[CH2:14][CH:13]3[CH2:25][O:26][C:27]3[CH:28]=[N:29][CH:30]=[CH:31][CH:32]=3)=[O:11])[N:9]=2)[CH:38]=[CH:37][CH:36]=[CH:35][CH:34]=1.